From a dataset of Forward reaction prediction with 1.9M reactions from USPTO patents (1976-2016). Predict the product of the given reaction. (1) Given the reactants [NH2:1][C:2]1[N:7]=[C:6]([NH:8][CH2:9][CH2:10][NH:11][C:12]2[CH:17]=[C:16](Cl)[N:15]=[C:14]([NH2:19])[N:13]=2)[CH:5]=[CH:4][N:3]=1.[Cl:20][C:21]1[CH:22]=[CH:23][C:24]([O:30][CH3:31])=[C:25](B(O)O)[CH:26]=1, predict the reaction product. The product is: [NH2:1][C:2]1[N:7]=[C:6]([NH:8][CH2:9][CH2:10][NH:11][C:12]2[CH:17]=[C:16]([C:23]3[CH:22]=[C:21]([Cl:20])[CH:26]=[CH:25][C:24]=3[O:30][CH3:31])[N:15]=[C:14]([NH2:19])[N:13]=2)[CH:5]=[CH:4][N:3]=1. (2) Given the reactants [CH:1]([Si:4]([CH:20]([CH3:22])[CH3:21])([CH:17]([CH3:19])[CH3:18])[O:5][CH2:6][CH2:7][NH:8][C:9]1[C:14]([C:15]#[N:16])=[CH:13][N:12]=[CH:11][CH:10]=1)([CH3:3])[CH3:2].[H-].[Na+].Br[CH2:26][C:27]([O:29][CH3:30])=[O:28].[Cl-].[NH4+], predict the reaction product. The product is: [CH3:30][O:29][C:27]([C:26]1[N:8]([CH2:7][CH2:6][O:5][Si:4]([CH:1]([CH3:2])[CH3:3])([CH:17]([CH3:19])[CH3:18])[CH:20]([CH3:22])[CH3:21])[C:9]2[CH:10]=[CH:11][N:12]=[CH:13][C:14]=2[C:15]=1[NH2:16])=[O:28]. (3) Given the reactants [N+:1]([C:4]1[CH:5]=[CH:6][C:7]2[NH:12][CH2:11][CH2:10][O:9][C:8]=2[CH:13]=1)([O-:3])=[O:2].[H-].[Na+].Cl.Cl[CH2:18][CH2:19][N:20]1[CH2:24][CH2:23][CH2:22][CH2:21]1, predict the reaction product. The product is: [N+:1]([C:4]1[CH:5]=[CH:6][C:7]2[N:12]([CH2:18][CH2:19][N:20]3[CH2:24][CH2:23][CH2:22][CH2:21]3)[CH2:11][CH2:10][O:9][C:8]=2[CH:13]=1)([O-:3])=[O:2].